This data is from Forward reaction prediction with 1.9M reactions from USPTO patents (1976-2016). The task is: Predict the product of the given reaction. (1) Given the reactants [F:1][C:2]1[CH:30]=[CH:29][C:5]2[N:6]=[C:7]([NH:9][C@H:10]3[CH2:14][CH2:13][CH2:12][C@@H:11]3[NH:15][C:16](=[O:28])[C:17]3[CH:22]=[CH:21][CH:20]=[CH:19][C:18]=3N3C=CC=N3)[S:8][C:4]=2[CH:3]=1.[CH3:31][C:32]1[N:36]=[C:35](C2C=CC=CC=2C(O)=O)[O:34][N:33]=1.Cl.FC1C=CC2N=C(N[C@H]3CCC[C@@H]3N)SC=2C=1, predict the reaction product. The product is: [F:1][C:2]1[CH:30]=[CH:29][C:5]2[N:6]=[C:7]([NH:9][C@H:10]3[CH2:14][CH2:13][CH2:12][C@@H:11]3[NH:15][C:16](=[O:28])[C:17]3[CH:22]=[CH:21][CH:20]=[CH:19][C:18]=3[C:35]3[O:34][N:33]=[C:32]([CH3:31])[N:36]=3)[S:8][C:4]=2[CH:3]=1. (2) The product is: [NH:8]1[CH2:13][CH2:12][CH:11]([C:14]2[CH:19]=[CH:18][C:17]([NH:20][C:21]([C:23]3[C:24]([C:29]4[CH:30]=[CH:31][C:32]([C:35]([F:36])([F:37])[F:38])=[CH:33][CH:34]=4)=[CH:25][CH:26]=[CH:27][CH:28]=3)=[O:22])=[CH:16][CH:15]=2)[CH2:10][CH2:9]1. Given the reactants C1(C[N:8]2[CH2:13][CH2:12][CH:11]([C:14]3[CH:19]=[CH:18][C:17]([NH:20][C:21]([C:23]4[C:24]([C:29]5[CH:34]=[CH:33][C:32]([C:35]([F:38])([F:37])[F:36])=[CH:31][CH:30]=5)=[CH:25][CH:26]=[CH:27][CH:28]=4)=[O:22])=[CH:16][CH:15]=3)[CH2:10][CH2:9]2)C=CC=CC=1.[H][H], predict the reaction product. (3) Given the reactants [CH3:1][C:2]([C:4]1[CH:9]=[CH:8][CH:7]=[C:6]([C:10]([F:13])([F:12])[F:11])[CH:5]=1)=[O:3].[Na+].[Cl-].[CH3:16][C:17](O)(CC)/C=C/C1C=CC=CC=1, predict the reaction product. The product is: [F:13][C:10]([F:11])([F:12])[C:6]1[CH:5]=[C:4]([C:2]([OH:3])([CH2:16][CH3:17])[CH3:1])[CH:9]=[CH:8][CH:7]=1. (4) Given the reactants C1(P(C2CCCCC2)C2C=CC=CC=2C2C(OC)=CC=CC=2OC)CCCCC1.[F:30][C:31]1[CH:36]=[CH:35][C:34]([N:37]2[C:41]3=[N:42][CH:43]=[CH:44][C:45](I)=[C:40]3[CH:39]=[N:38]2)=[CH:33][CH:32]=1.C(N(CC)CC)C.[CH3:54][C:55]1([CH3:62])[C:59]([CH3:61])([CH3:60])[O:58][BH:57][O:56]1, predict the reaction product. The product is: [F:30][C:31]1[CH:36]=[CH:35][C:34]([N:37]2[C:41]3=[N:42][CH:43]=[CH:44][C:45]([B:57]4[O:58][C:59]([CH3:61])([CH3:60])[C:55]([CH3:62])([CH3:54])[O:56]4)=[C:40]3[CH:39]=[N:38]2)=[CH:33][CH:32]=1. (5) Given the reactants C[O:2][C:3](=[O:34])[C:4]1[C:9]([CH3:10])=[C:8]([NH2:11])[CH:7]=[C:6]([N:12]2[C:16]([CH3:17])=[CH:15][CH:14]=[C:13]2[C:18]2[CH:23]=[C:22]([F:24])[CH:21]=[CH:20][C:19]=2[O:25][CH2:26][C:27]2[CH:32]=[CH:31][C:30]([F:33])=[CH:29][CH:28]=2)[CH:5]=1.[OH-].[Na+].Cl, predict the reaction product. The product is: [F:24][C:22]1[CH:21]=[CH:20][C:19]([O:25][CH2:26][C:27]2[CH:28]=[CH:29][C:30]([F:33])=[CH:31][CH:32]=2)=[C:18]([C:13]2[N:12]([C:6]3[CH:5]=[C:4]([C:9]([CH3:10])=[C:8]([NH2:11])[CH:7]=3)[C:3]([OH:34])=[O:2])[C:16]([CH3:17])=[CH:15][CH:14]=2)[CH:23]=1. (6) Given the reactants COC1C=CC(P2(SP(C3C=CC(OC)=CC=3)(=S)S2)=[S:10])=CC=1.[F:23][C:24]1[CH:25]=[CH:26][C:27]([C:30]([NH2:32])=O)=[N:28][CH:29]=1, predict the reaction product. The product is: [F:23][C:24]1[CH:25]=[CH:26][C:27]([C:30](=[S:10])[NH2:32])=[N:28][CH:29]=1. (7) Given the reactants F[C:2]1[CH:9]=[CH:8][CH:7]=[CH:6][C:3]=1[CH:4]=[O:5].[NH:10]1[CH2:14][CH2:13][CH2:12][CH2:11]1.C(=O)([O-])[O-].[K+].[K+], predict the reaction product. The product is: [N:10]1([C:2]2[CH:9]=[CH:8][CH:7]=[CH:6][C:3]=2[CH:4]=[O:5])[CH2:14][CH2:13][CH2:12][CH2:11]1. (8) Given the reactants [H-].[Na+].[Br:3][C:4]1[CH:5]=[C:6]2[C:11](=[CH:12][CH:13]=1)[N:10]=[CH:9][NH:8][C:7]2=[O:14].C(Cl)Cl.[OH2:18], predict the reaction product. The product is: [Br:3][C:4]1[CH:5]=[C:6]2[C:11](=[CH:12][CH:13]=1)[N:10]=[CH:9][N:8]([C:7](=[O:14])[CH2:6][CH2:5][OH:18])[C:7]2=[O:14].